This data is from Full USPTO retrosynthesis dataset with 1.9M reactions from patents (1976-2016). The task is: Predict the reactants needed to synthesize the given product. Given the product [Cl:8][C:7]1[C:2]([C:12]#[N:13])=[N:3][CH:4]=[C:5]([CH2:9][O:10][CH3:11])[CH:6]=1, predict the reactants needed to synthesize it. The reactants are: Cl[C:2]1[C:7]([Cl:8])=[CH:6][C:5]([CH2:9][O:10][CH3:11])=[CH:4][N:3]=1.[CH3:12][N:13](C=O)C.